This data is from Reaction yield outcomes from USPTO patents with 853,638 reactions. The task is: Predict the reaction yield, written as a fraction of the theoretical maximum amount of product (1.0 means a 100% yield; for example, 0.34 means a 34% yield). (1) The reactants are [C:1]([C:3]1[CH:8]=[CH:7][C:6]([N+:9]([O-])=O)=[CH:5][C:4]=1[N:12]=[CH:13][N:14]([CH3:16])[CH3:15])#[N:2].[OH-].[Na+].[Cl-].[Na+]. The catalyst is O1CCCC1.Cl.O.C(OCC)(=O)C.[Cl-].[Cl-].[Cl-].[Ti+3]. The product is [NH2:9][C:6]1[CH:7]=[CH:8][C:3]([C:1]#[N:2])=[C:4]([N:12]=[CH:13][N:14]([CH3:15])[CH3:16])[CH:5]=1. The yield is 0.730. (2) The reactants are CN([CH:9]=[O:10])C1C=CC=CC=1.P(Cl)(Cl)(Cl)=O.[CH3:16][C:17]1[CH:18]=[C:19]([O:24][CH2:25][CH:26]=[CH2:27])[CH:20]=[C:21]([CH3:23])[CH:22]=1. No catalyst specified. The product is [CH2:25]([O:24][C:19]1[CH:20]=[C:21]([CH3:23])[C:22]([CH:9]=[O:10])=[C:17]([CH3:16])[CH:18]=1)[CH:26]=[CH2:27]. The yield is 0.510.